Task: Predict the reactants needed to synthesize the given product.. Dataset: Full USPTO retrosynthesis dataset with 1.9M reactions from patents (1976-2016) (1) Given the product [NH:14]1[CH2:15][CH2:16][CH2:17][C@@H:13]1[CH2:12][NH:11][C:9](=[O:10])[O:8][CH2:7][C:1]1[CH:6]=[CH:5][CH:4]=[CH:3][CH:2]=1, predict the reactants needed to synthesize it. The reactants are: [C:1]1([CH2:7][O:8][C:9]([NH:11][CH2:12][C@H:13]2[CH2:17][CH2:16][CH2:15][N:14]2C(OC(C)(C)C)=O)=[O:10])[CH:6]=[CH:5][CH:4]=[CH:3][CH:2]=1.C(O)(C(F)(F)F)=O. (2) Given the product [C:17]([O:16][C:15]([NH:14][C@H:10]1[CH2:11][CH2:12][CH2:13][N:8]([C:7]2[CH:6]=[CH:5][N:4]=[CH:3][C:2]=2[NH:1][C:39]([C:31]2[C:32]3=[N:33][CH:34]=[CH:35][CH:36]=[C:37]3[S:38][C:30]=2[NH:29][C:27](=[O:28])[O:26][C:22]([CH3:24])([CH3:23])[CH3:25])=[O:40])[CH2:9]1)=[O:21])([CH3:18])([CH3:20])[CH3:19], predict the reactants needed to synthesize it. The reactants are: [NH2:1][C:2]1[CH:3]=[N:4][CH:5]=[CH:6][C:7]=1[N:8]1[CH2:13][CH2:12][CH2:11][C@H:10]([NH:14][C:15](=[O:21])[O:16][C:17]([CH3:20])([CH3:19])[CH3:18])[CH2:9]1.[C:22]([O:26][C:27]([NH:29][C:30]1[S:38][C:37]2[C:32](=[N:33][CH:34]=[CH:35][CH:36]=2)[C:31]=1[C:39](O)=[O:40])=[O:28])([CH3:25])([CH3:24])[CH3:23].CN(C(ON1N=NC2C=CC=NC1=2)=[N+](C)C)C.F[P-](F)(F)(F)(F)F.CCN(C(C)C)C(C)C. (3) Given the product [Cl:1][C:2]1[S:3][C:4]([Cl:11])=[CH:5][C:6]=1[CH2:7][OH:8], predict the reactants needed to synthesize it. The reactants are: [Cl:1][C:2]1[S:3][C:4]([Cl:11])=[CH:5][C:6]=1[C:7](OC)=[O:8].[BH4-].[Na+].[Cl-].[NH4+]. (4) Given the product [CH3:14][N:15]([CH2:12][C:9]1[CH:8]=[C:7]([C:1]2[CH:2]=[CH:3][CH:4]=[CH:5][CH:6]=2)[NH:11][CH:10]=1)[C:19](=[O:20])[O:18][C:1]([CH3:7])([CH3:6])[CH3:2], predict the reactants needed to synthesize it. The reactants are: [C:1]1([C:7]2[NH:11][CH:10]=[C:9]([CH:12]=O)[CH:8]=2)[CH:6]=[CH:5][CH:4]=[CH:3][CH:2]=1.[CH3:14][NH2:15].[BH4-].[Na+].[OH2:18].[CH3:19][OH:20]. (5) The reactants are: [F:1][C:2]1[CH:23]=[CH:22][CH:21]=[C:20]([F:24])[C:3]=1[CH2:4][O:5][C:6]1[C:7]2[N:8]([C:13]([C:17](O)=[O:18])=[C:14]([CH3:16])[N:15]=2)[CH:9]=[C:10]([CH3:12])[CH:11]=1.CN(C(ON1N=NC2C=CC=NC1=2)=[N+](C)C)C.F[P-](F)(F)(F)(F)F.C(N(CC)C(C)C)(C)C.[NH2:58][CH:59]1[CH2:64][CH2:63][N:62]([C:65]([O:67][C:68]([CH3:71])([CH3:70])[CH3:69])=[O:66])[CH2:61][C:60]1([F:73])[F:72]. Given the product [F:1][C:2]1[CH:23]=[CH:22][CH:21]=[C:20]([F:24])[C:3]=1[CH2:4][O:5][C:6]1[C:7]2[N:8]([C:13]([C:17]([NH:58][CH:59]3[CH2:64][CH2:63][N:62]([C:65]([O:67][C:68]([CH3:69])([CH3:70])[CH3:71])=[O:66])[CH2:61][C:60]3([F:73])[F:72])=[O:18])=[C:14]([CH3:16])[N:15]=2)[CH:9]=[C:10]([CH3:12])[CH:11]=1, predict the reactants needed to synthesize it. (6) The reactants are: Cl[C:2]1[CH:3]=[CH:4][C:5]2[O:6][CH2:7][CH2:8][C:9]3[CH:15]=[C:14]([C:16]4[N:17]([C:21]5[CH:26]=[CH:25][C:24]([F:27])=[CH:23][C:22]=5[F:28])[N:18]=[CH:19][N:20]=4)[S:13][C:10]=3[C:11]=2[N:12]=1.[CH3:29][N:30](C)C=O. Given the product [C:29]([C:2]1[CH:3]=[CH:4][C:5]2[O:6][CH2:7][CH2:8][C:9]3[CH:15]=[C:14]([C:16]4[N:17]([C:21]5[CH:26]=[CH:25][C:24]([F:27])=[CH:23][C:22]=5[F:28])[N:18]=[CH:19][N:20]=4)[S:13][C:10]=3[C:11]=2[N:12]=1)#[N:30], predict the reactants needed to synthesize it.